Task: Regression/Classification. Given a drug SMILES string, predict its absorption, distribution, metabolism, or excretion properties. Task type varies by dataset: regression for continuous measurements (e.g., permeability, clearance, half-life) or binary classification for categorical outcomes (e.g., BBB penetration, CYP inhibition). Dataset: cyp2c9_veith.. Dataset: CYP2C9 inhibition data for predicting drug metabolism from PubChem BioAssay (1) The compound is O=S(=O)(c1ccc(Br)cc1)N1CCN(S(=O)(=O)c2ccc(Br)cc2)CC1. The result is 0 (non-inhibitor). (2) The molecule is Cc1ccc(OC(=O)c2cccc(C(=O)Oc3ccc(C)cc3)n2)cc1. The result is 0 (non-inhibitor).